Dataset: Forward reaction prediction with 1.9M reactions from USPTO patents (1976-2016). Task: Predict the product of the given reaction. (1) Given the reactants [C:1]([O:5][C:6]([N:8]1[C@H:14]([C:15]([OH:17])=O)[CH2:13][CH2:12][C:9]21[CH2:11][CH2:10]2)=[O:7])([CH3:4])([CH3:3])[CH3:2].CCN(C(C)C)C(C)C.CN(C(ON1N=NC2C=CC=NC1=2)=[N+](C)C)C.F[P-](F)(F)(F)(F)F.[F:51][C:52]([F:68])([F:67])[C:53]1[N:58]=[CH:57][C:56]([C:59]2[N:64]=[CH:63][N:62]=[C:61]([CH2:65][NH2:66])[CH:60]=2)=[CH:55][N:54]=1, predict the reaction product. The product is: [F:68][C:52]([F:51])([F:67])[C:53]1[N:58]=[CH:57][C:56]([C:59]2[N:64]=[CH:63][N:62]=[C:61]([CH2:65][NH:66][C:15]([C@@H:14]3[CH2:13][CH2:12][C:9]4([CH2:10][CH2:11]4)[N:8]3[C:6]([O:5][C:1]([CH3:2])([CH3:3])[CH3:4])=[O:7])=[O:17])[CH:60]=2)=[CH:55][N:54]=1. (2) Given the reactants [CH3:1][C:2]1([CH3:8])[CH2:6][NH:5][C:4](=[O:7])[CH2:3]1.[ClH:9].[OH2:10], predict the reaction product. The product is: [ClH:9].[NH2:5][CH2:6][C:2]([CH3:8])([CH3:1])[CH2:3][C:4]([OH:10])=[O:7]. (3) Given the reactants [NH2:1][C:2]1[C:6]([NH2:7])=[CH:5][S:4][CH:3]=1.C1(N)C(F)=C(F)C(F)=C(N)C=1F.Cl.Cl.[C:22](N1C=CN=C1)(N1C=CN=C1)=[O:23], predict the reaction product. The product is: [NH:1]1[C:2]2=[CH:3][S:4][CH:5]=[C:6]2[NH:7][C:22]1=[O:23].